Dataset: Catalyst prediction with 721,799 reactions and 888 catalyst types from USPTO. Task: Predict which catalyst facilitates the given reaction. (1) Reactant: [NH2:1]/[C:2](/[N:5]([CH2:23][C:24]1[CH:29]=[CH:28][C:27]([C:30]([F:33])([F:32])[F:31])=[CH:26][CH:25]=1)[CH2:6][CH2:7][C:8]1[CH:22]=[CH:21][C:11]([O:12][C:13]([CH3:20])([CH3:19])[C:14]([O:16][CH2:17][CH3:18])=[O:15])=[CH:10][CH:9]=1)=[N:3]\[OH:4].C(N(CC)CC)C.[C:41](Cl)(=O)[CH:42]([CH3:44])[CH3:43].C1(C)C=CC=CC=1. Product: [CH:42]([C:44]1[O:4][N:3]=[C:2]([N:5]([CH2:23][C:24]2[CH:29]=[CH:28][C:27]([C:30]([F:31])([F:32])[F:33])=[CH:26][CH:25]=2)[CH2:6][CH2:7][C:8]2[CH:22]=[CH:21][C:11]([O:12][C:13]([CH3:19])([CH3:20])[C:14]([O:16][CH2:17][CH3:18])=[O:15])=[CH:10][CH:9]=2)[N:1]=1)([CH3:43])[CH3:41]. The catalyst class is: 4. (2) Reactant: I[C:2]1[N:7]=[C:6]([O:8][CH3:9])[CH:5]=[CH:4][N:3]=1.C([Mg]Cl)(C)C.CON(C)[C:18](=[O:20])[CH3:19].O. Product: [CH3:9][O:8][C:6]1[CH:5]=[CH:4][N:3]=[C:2]([C:18](=[O:20])[CH3:19])[N:7]=1. The catalyst class is: 1. (3) Reactant: [Br:1][C:2]1[N:7]=[CH:6][C:5]([OH:8])=[CH:4][CH:3]=1.[CH3:9][O:10][C:11]1[CH:16]=[CH:15][C:14]([CH2:17]Cl)=[CH:13][CH:12]=1.C([O-])([O-])=O.[K+].[K+].CN(C=O)C. Product: [Br:1][C:2]1[CH:3]=[CH:4][C:5]([O:8][CH2:17][C:14]2[CH:15]=[CH:16][C:11]([O:10][CH3:9])=[CH:12][CH:13]=2)=[CH:6][N:7]=1. The catalyst class is: 6. (4) Reactant: [Cl:1][C:2]1[CH:7]=[C:6]([CH3:8])[C:5]([N+:9]([O-:11])=[O:10])=[CH:4][C:3]=1[CH2:12][OH:13].[O:14]1[CH:19]=[CH:18][CH2:17][CH2:16][CH2:15]1.C1(C)C=CC(S([O-])(=O)=O)=CC=1.[NH+]1C=CC=CC=1. Product: [Cl:1][C:2]1[CH:7]=[C:6]([CH3:8])[C:5]([N+:9]([O-:11])=[O:10])=[CH:4][C:3]=1[CH2:12][O:13][CH:15]1[CH2:16][CH2:17][CH2:18][CH2:19][O:14]1. The catalyst class is: 2. (5) Reactant: C([NH:4][C:5]1[N:10]=[C:9]([CH2:11][N:12]2[C:20]3[C:15](=[CH:16][C:17]([NH:21][C:22](=[O:37])[C:23]4[CH:28]=[CH:27][C:26]([CH3:29])=[N:25][C:24]=4[N:30]4[CH2:35][CH2:34][CH:33]([CH3:36])[CH2:32][CH2:31]4)=[CH:18][CH:19]=3)[CH2:14][CH2:13]2)[CH:8]=[CH:7][CH:6]=1)(=O)C.Cl. Product: [NH2:4][C:5]1[N:10]=[C:9]([CH2:11][N:12]2[C:20]3[C:15](=[CH:16][C:17]([NH:21][C:22](=[O:37])[C:23]4[CH:28]=[CH:27][C:26]([CH3:29])=[N:25][C:24]=4[N:30]4[CH2:35][CH2:34][CH:33]([CH3:36])[CH2:32][CH2:31]4)=[CH:18][CH:19]=3)[CH2:14][CH2:13]2)[CH:8]=[CH:7][CH:6]=1. The catalyst class is: 111. (6) Reactant: [CH2:1]([O:8][C:9]1[CH:10]=[C:11]2[C:15](=[CH:16][CH:17]=1)[N:14]([C@H:18]([CH3:22])[C:19]([OH:21])=[O:20])[CH:13]=[CH:12]2)[C:2]1[CH:7]=[CH:6][CH:5]=[CH:4][CH:3]=1.[C:23](=O)(O)[O-].[Na+].IC. Product: [CH3:23][O:20][C:19](=[O:21])[C@H:18]([N:14]1[C:15]2[C:11](=[CH:10][C:9]([O:8][CH2:1][C:2]3[CH:7]=[CH:6][CH:5]=[CH:4][CH:3]=3)=[CH:17][CH:16]=2)[CH:12]=[CH:13]1)[CH3:22]. The catalyst class is: 3. (7) Reactant: [NH2:1][C:2]1[CH:3]=[C:4]([CH:21]=[CH:22][CH:23]=1)[CH2:5][NH:6][C:7]([C:9]1[CH:14]=[CH:13][C:12]([C:15]2[CH:20]=[CH:19][CH:18]=[CH:17][CH:16]=2)=[CH:11][CH:10]=1)=[O:8].[C:24]([C:27]1[CH:28]=[C:29]([CH:32]=[CH:33][CH:34]=1)[CH:30]=O)([OH:26])=[O:25].[BH4-].[Na+]. Product: [C:12]1([C:15]2[CH:20]=[CH:19][CH:18]=[CH:17][CH:16]=2)[CH:13]=[CH:14][C:9]([C:7]([NH:6][CH2:5][C:4]2[CH:3]=[C:2]([NH:1][CH2:30][C:29]3[CH:28]=[C:27]([CH:34]=[CH:33][CH:32]=3)[C:24]([OH:26])=[O:25])[CH:23]=[CH:22][CH:21]=2)=[O:8])=[CH:10][CH:11]=1. The catalyst class is: 15.